Dataset: Full USPTO retrosynthesis dataset with 1.9M reactions from patents (1976-2016). Task: Predict the reactants needed to synthesize the given product. (1) Given the product [NH2:19][C:20]1[N:29]=[C:28]([C:30]([N:32]2[CH2:33][C:34]3[C:39](=[CH:38][CH:37]=[CH:36][CH:35]=3)[CH2:40]2)=[O:31])[C:27]2[C:22](=[CH:23][CH:24]=[C:25]([C:2]3[CH:7]=[C:6]([F:8])[C:5]([F:9])=[CH:4][C:3]=3[CH2:10][OH:11])[CH:26]=2)[N:21]=1, predict the reactants needed to synthesize it. The reactants are: Br[C:2]1[CH:7]=[C:6]([F:8])[C:5]([F:9])=[CH:4][C:3]=1[CH2:10][OH:11].C(=O)([O-])[O-].[K+].[K+].O.[NH2:19][C:20]1[N:29]=[C:28]([C:30]([N:32]2[CH2:40][C:39]3[C:34](=[CH:35][CH:36]=[CH:37][CH:38]=3)[CH2:33]2)=[O:31])[C:27]2[C:22](=[CH:23][CH:24]=[C:25](B3OC(C)(C)C(C)(C)O3)[CH:26]=2)[N:21]=1. (2) Given the product [CH2:32]([C@H:36]1[N:11]([C:20]([C:12]2[N:11]=[CH:10][N:9]([C@H:4]3[CH2:5][CH2:6][CH2:7][CH2:8][C@@:3]3([CH2:2][Cl:29])[OH:26])[C:13]=2[C:14]2[CH:15]=[CH:16][CH:17]=[CH:18][CH:19]=2)=[O:25])[CH2:12][CH2:13][N:9]([C:30]([O:31][C:3]([CH3:8])([CH3:4])[CH3:2])=[O:28])[CH2:10]1)[C:33]1[CH:19]=[CH:14][CH:15]=[CH:16][CH:34]=1, predict the reactants needed to synthesize it. The reactants are: O1[C@@:3]2([CH2:8][CH2:7][CH2:6][CH2:5][C@@H:4]2[N:9]2[C:13]([C:14]3[CH:19]=[CH:18][CH:17]=[CH:16][CH:15]=3)=[C:12]([C:20](OCC)=O)[N:11]=[CH:10]2)[CH2:2]1.[OH2:25].[OH-:26].[Li+].[OH2:28].[ClH:29].[CH3:30][OH:31].[CH2:32]1[CH2:36]O[CH2:34][CH2:33]1. (3) Given the product [CH3:19][S:16][C:3]1[N:2]([CH3:1])[C:11](=[O:12])[C:10]2[C:5](=[CH:6][CH:7]=[C:8]([N+:13]([O-:15])=[O:14])[CH:9]=2)[N:4]=1, predict the reactants needed to synthesize it. The reactants are: [CH3:1][N:2]1[C:11](=[O:12])[C:10]2[C:5](=[CH:6][CH:7]=[C:8]([N+:13]([O-:15])=[O:14])[CH:9]=2)[NH:4][C:3]1=[S:16].[I-].C.[C:19](=O)([O-])[O-].[K+].[K+]. (4) Given the product [OH:1][C@H:2]1[CH2:7][CH2:6][C@@H:5]([NH:8][C:9](=[O:15])[O:10][C:11]([CH3:14])([CH3:13])[CH3:12])[C@H:4]([C:16]2[CH:17]=[CH:18][C:19]([C:22]([F:23])([F:24])[F:25])=[CH:20][CH:21]=2)[CH2:3]1, predict the reactants needed to synthesize it. The reactants are: [O:1]=[C:2]1[CH2:7][CH2:6][C@@H:5]([NH:8][C:9](=[O:15])[O:10][C:11]([CH3:14])([CH3:13])[CH3:12])[C@H:4]([C:16]2[CH:21]=[CH:20][C:19]([C:22]([F:25])([F:24])[F:23])=[CH:18][CH:17]=2)[CH2:3]1.CCC(C)[BH-](C(C)CC)C(C)CC.[Li+]. (5) Given the product [OH:28][CH:27]([CH2:26][O:19][C:20]1[CH:25]=[CH:24][CH:23]=[CH:22][CH:21]=1)[CH2:29][N:7]1[C:8]2[C:13](=[CH:12][CH:11]=[CH:10][CH:9]=2)[C:5]2[CH:4]=[C:3]([C:14]([O:16][CH2:17][CH3:18])=[O:15])[N:2]=[CH:1][C:6]1=2, predict the reactants needed to synthesize it. The reactants are: [CH:1]1[C:6]2[NH:7][C:8]3[C:13]([C:5]=2[CH:4]=[C:3]([C:14]([O:16][CH2:17][CH3:18])=[O:15])[N:2]=1)=[CH:12][CH:11]=[CH:10][CH:9]=3.[O:19]([CH2:26][CH:27]1[CH2:29][O:28]1)[C:20]1[CH:25]=[CH:24][CH:23]=[CH:22][CH:21]=1. (6) Given the product [CH:33]([O:27][CH:25]1[CH2:24][N:23]([C:21]2[O:20][N:19]=[C:18]([C:6]3[N:7]=[C:8]([N:10]([CH3:17])[C:11]4[CH:12]=[CH:13][CH:14]=[CH:15][CH:16]=4)[N:9]=[C:4]([NH2:3])[N:5]=3)[N:22]=2)[CH2:26]1)([CH3:35])[CH3:34], predict the reactants needed to synthesize it. The reactants are: [H-].[Na+].[NH2:3][C:4]1[N:9]=[C:8]([N:10]([CH3:17])[C:11]2[CH:16]=[CH:15][CH:14]=[CH:13][CH:12]=2)[N:7]=[C:6]([C:18]2[N:22]=[C:21]([N:23]3[CH2:26][CH:25]([OH:27])[CH2:24]3)[O:20][N:19]=2)[N:5]=1.CS(O[CH:33]([CH3:35])[CH3:34])(=O)=O. (7) Given the product [CH2:1]([CH2:3][NH2:4])[OH:2].[C:5]([O-:24])(=[O:23])[CH2:6][CH2:7][CH2:8][CH2:9][CH2:10][CH2:11][CH2:12][CH2:13][CH2:14][CH2:15][CH2:16][CH2:17][CH2:18][CH2:19][CH2:20][CH2:21][CH3:22].[K+:25].[C:26](=[O:27])([O-:29])[O-:28].[K+:25].[K+:25], predict the reactants needed to synthesize it. The reactants are: [CH2:1]([CH2:3][NH2:4])[OH:2].[C:5]([O-:24])(=[O:23])[CH2:6][CH2:7][CH2:8][CH2:9][CH2:10][CH2:11][CH2:12][CH2:13][CH2:14][CH2:15][CH2:16][CH2:17][CH2:18][CH2:19][CH2:20][CH2:21][CH3:22].[K+:25].[C:26](=[O:29])([O-:28])[O-:27].[K+].[K+]. (8) Given the product [CH3:1][O:2][CH2:3][CH2:4][C:5]1[CH:6]=[C:7]([S:11]([NH2:15])(=[O:13])=[O:12])[S:8][C:9]=1[CH3:10], predict the reactants needed to synthesize it. The reactants are: [CH3:1][O:2][CH2:3][CH2:4][C:5]1[CH:6]=[C:7]([S:11](Cl)(=[O:13])=[O:12])[S:8][C:9]=1[CH3:10].[NH3:15]. (9) Given the product [Br:4][C:5]1[N:6]=[CH:7][C:8]([CH2:11][C:1]#[N:2])=[CH:9][CH:10]=1, predict the reactants needed to synthesize it. The reactants are: [C-:1]#[N:2].[Na+].[Br:4][C:5]1[CH:10]=[CH:9][C:8]([CH2:11]Br)=[CH:7][N:6]=1. (10) The reactants are: [OH:1][C:2]1[CH:7]=[CH:6][N:5]([CH2:8][CH2:9][C:10]2[CH:26]=[CH:25][C:13]3[CH2:14][CH2:15][N:16]([C:19](=[O:24])[C:20]([F:23])([F:22])[F:21])[CH2:17][CH2:18][C:12]=3[CH:11]=2)[C:4](=[O:27])[CH:3]=1.[F:28][C:29]1[CH:30]=[CH:31][C:32]([CH2:35]O)=[N:33][CH:34]=1. Given the product [F:28][C:29]1[CH:30]=[CH:31][C:32]([CH2:35][O:1][C:2]2[CH:7]=[CH:6][N:5]([CH2:8][CH2:9][C:10]3[CH:26]=[CH:25][C:13]4[CH2:14][CH2:15][N:16]([C:19](=[O:24])[C:20]([F:21])([F:22])[F:23])[CH2:17][CH2:18][C:12]=4[CH:11]=3)[C:4](=[O:27])[CH:3]=2)=[N:33][CH:34]=1, predict the reactants needed to synthesize it.